Dataset: Full USPTO retrosynthesis dataset with 1.9M reactions from patents (1976-2016). Task: Predict the reactants needed to synthesize the given product. (1) The reactants are: [OH:1][C:2]1[C:6]([CH2:7][C:8]([O:10][CH3:11])=[O:9])=[CH:5][N:4]([CH3:12])[N:3]=1.Cl[CH2:14][C:15]1[O:19][N:18]=[C:17]([O:20][CH2:21][C:22]2[N:23]=[C:24]([C:28]3[CH:33]=[CH:32][CH:31]=[CH:30][CH:29]=3)[O:25][C:26]=2[CH3:27])[CH:16]=1.C(=O)([O-])[O-].[K+].[K+].CN(C)C=O. Given the product [CH3:12][N:4]1[CH:5]=[C:6]([CH2:7][C:8]([O:10][CH3:11])=[O:9])[C:2]([O:1][CH2:14][C:15]2[O:19][N:18]=[C:17]([O:20][CH2:21][C:22]3[N:23]=[C:24]([C:28]4[CH:33]=[CH:32][CH:31]=[CH:30][CH:29]=4)[O:25][C:26]=3[CH3:27])[CH:16]=2)=[N:3]1, predict the reactants needed to synthesize it. (2) Given the product [CH2:1]([C:8]1[S:12][C:11]2[CH:13]=[CH:14][CH:15]=[CH:16][C:10]=2[C:9]=1[C:17]1[CH:18]=[CH:19][C:20]([C:23]2[CH:28]=[C:27]([Br:29])[C:26]([O:30][C@@H:35]([CH2:36][CH2:37][C:38]3[CH:43]=[CH:42][CH:41]=[CH:40][CH:39]=3)[C:34]([OH:45])=[O:33])=[C:25]([Br:31])[CH:24]=2)=[CH:21][CH:22]=1)[C:2]1[CH:3]=[CH:4][CH:5]=[CH:6][CH:7]=1, predict the reactants needed to synthesize it. The reactants are: [CH2:1]([C:8]1[S:12][C:11]2[CH:13]=[CH:14][CH:15]=[CH:16][C:10]=2[C:9]=1[C:17]1[CH:22]=[CH:21][C:20]([C:23]2[CH:28]=[C:27]([Br:29])[C:26]([OH:30])=[C:25]([Br:31])[CH:24]=2)=[CH:19][CH:18]=1)[C:2]1[CH:7]=[CH:6][CH:5]=[CH:4][CH:3]=1.C[O:33][C:34](=[O:45])[C@H:35](O)[CH2:36][CH2:37][C:38]1[CH:43]=[CH:42][CH:41]=[CH:40][CH:39]=1. (3) Given the product [Br:15][CH2:16][C:17]([NH:1]/[C:2](/[CH3:8])=[CH:3]\[C:4]([O:6][CH3:7])=[O:5])=[O:18], predict the reactants needed to synthesize it. The reactants are: [NH2:1]/[C:2](/[CH3:8])=[CH:3]\[C:4]([O:6][CH3:7])=[O:5].N1C=CC=CC=1.[Br:15][CH2:16][C:17](Br)=[O:18]. (4) Given the product [C:40]([N:43]1[CH2:48][CH2:47][N:46]([C:16]2[N:17]=[C:18]([C:19]3[CH:20]=[CH:21][C:22]([F:25])=[CH:23][CH:24]=3)[C:9]3[C:8](=[O:30])[N:7]([CH2:6][C:5]4[CH:31]=[C:32]([C:34]([F:35])([F:36])[F:37])[CH:33]=[C:3]([C:2]([F:1])([F:39])[F:38])[CH:4]=4)[CH2:14][CH2:13][CH2:12][NH:11][C:10]=3[N:15]=2)[CH2:45][CH2:44]1)(=[O:42])[CH3:41], predict the reactants needed to synthesize it. The reactants are: [F:1][C:2]([F:39])([F:38])[C:3]1[CH:4]=[C:5]([CH:31]=[C:32]([C:34]([F:37])([F:36])[F:35])[CH:33]=1)[CH2:6][N:7]1[CH2:14][CH2:13][CH2:12][NH:11][C:10]2[N:15]=[C:16](S(C)(=O)=O)[N:17]=[C:18]([C:19]3[CH:24]=[CH:23][C:22]([F:25])=[CH:21][CH:20]=3)[C:9]=2[C:8]1=[O:30].[C:40]([N:43]1[CH2:48][CH2:47][NH:46][CH2:45][CH2:44]1)(=[O:42])[CH3:41]. (5) The reactants are: Cl[C:2]1[C:3]2[C:4](=[CH:15][N:16](CC3C=CC(OC)=CC=3)[N:17]=2)[N:5]=[C:6]([C:8]2[CH:13]=[CH:12][C:11]([F:14])=[CH:10][CH:9]=2)[N:7]=1.[CH3:27][O:28][C:29]1[CH:30]=[C:31]([CH:33]=[CH:34][C:35]=1[O:36][CH3:37])[NH2:32].Cl. Given the product [CH3:27][O:28][C:29]1[CH:30]=[C:31]([NH:32][C:2]2[C:3]3[NH:17][N:16]=[CH:15][C:4]=3[N:5]=[C:6]([C:8]3[CH:9]=[CH:10][C:11]([F:14])=[CH:12][CH:13]=3)[N:7]=2)[CH:33]=[CH:34][C:35]=1[O:36][CH3:37], predict the reactants needed to synthesize it. (6) Given the product [C:40](=[O:41])([O:29][C:28]1[C:27]([N+:30]([O-:32])=[O:31])=[C:26]([CH3:33])[N:25]=[C:24]([CH3:34])[C:23]=1[CH2:7][CH2:8][CH2:9][CH2:10][CH2:11][CH2:12][CH2:13][CH2:14][CH2:15][CH2:16][CH2:17][CH2:18][CH2:19][CH2:20][CH2:21][CH3:22])[O:39][C:36]([CH3:38])([CH3:37])[CH3:35], predict the reactants needed to synthesize it. The reactants are: CC([O-])(C)C.[K+].[CH2:7]([C:23]1[C:28](=[O:29])[C:27]([N+:30]([O-:32])=[O:31])=[C:26]([CH3:33])[NH:25][C:24]=1[CH3:34])[CH2:8][CH2:9][CH2:10][CH2:11][CH2:12][CH2:13][CH2:14][CH2:15][CH2:16][CH2:17][CH2:18][CH2:19][CH2:20][CH2:21][CH3:22].[CH3:35][C:36]([O:39][C:40](O[C:40]([O:39][C:36]([CH3:38])([CH3:37])[CH3:35])=[O:41])=[O:41])([CH3:38])[CH3:37]. (7) Given the product [O:11]([C:8]1[CH:7]=[CH:6][C:5]([CH2:4][CH2:3][C:2]([C:18]2[O:19][C:20]([C:23]3[N:28]=[C:27]([C:29]([O:31][CH3:32])=[O:30])[CH:26]=[CH:25][CH:24]=3)=[CH:21][N:22]=2)=[O:1])=[CH:10][CH:9]=1)[C:12]1[CH:17]=[CH:16][CH:15]=[CH:14][CH:13]=1, predict the reactants needed to synthesize it. The reactants are: [OH:1][CH:2]([C:18]1[O:19][C:20]([C:23]2[N:28]=[C:27]([C:29]([O:31][CH3:32])=[O:30])[CH:26]=[CH:25][CH:24]=2)=[CH:21][N:22]=1)[CH2:3][CH2:4][C:5]1[CH:10]=[CH:9][C:8]([O:11][C:12]2[CH:17]=[CH:16][CH:15]=[CH:14][CH:13]=2)=[CH:7][CH:6]=1.CC(OI1(OC(C)=O)(OC(C)=O)OC(=O)C2C=CC=CC1=2)=O.C([O-])(O)=O.[Na+]. (8) The reactants are: [Cl:1][C:2]1[CH:3]=[CH:4][C:5]([OH:33])=[C:6]([C:8]2[C:12]([C:13]#[C:14][C:15]3[CH:20]=[CH:19][C:18]([NH:21][C:22]([C@@H:24]4[CH2:29][CH2:28][CH2:27][CH2:26][NH:25]4)=[O:23])=[CH:17][CH:16]=3)=[CH:11][N:10]([CH2:30][CH2:31][OH:32])[N:9]=2)[CH:7]=1.[NH:34]([C:45]([O:47][C:48]([CH3:51])([CH3:50])[CH3:49])=[O:46])[C@@H:35]([C:42](O)=[O:43])[C:36]1[CH:41]=[CH:40][CH:39]=[CH:38][CH:37]=1.CC(C)N=C=NC(C)C. Given the product [C:48]([O:47][C:45](=[O:46])[NH:34][C@H:35]([C:36]1[CH:37]=[CH:38][CH:39]=[CH:40][CH:41]=1)[C:42]([N:25]1[CH2:26][CH2:27][CH2:28][CH2:29][C@H:24]1[C:22](=[O:23])[NH:21][C:18]1[CH:17]=[CH:16][C:15]([C:14]#[C:13][C:12]2[C:8]([C:6]3[CH:7]=[C:2]([Cl:1])[CH:3]=[CH:4][C:5]=3[OH:33])=[N:9][N:10]([CH2:30][CH2:31][OH:32])[CH:11]=2)=[CH:20][CH:19]=1)=[O:43])([CH3:51])([CH3:49])[CH3:50], predict the reactants needed to synthesize it. (9) Given the product [F:40][C:41]1[CH:42]=[C:43]([CH:59]=[CH:60][CH:61]=1)[CH2:44][N:45]1[CH:49]=[C:48]([C:2]2[C:10]3[C:5](=[N:6][CH:7]=[C:8]([C:11]4[N:16]=[CH:15][C:14]([N:17]5[CH2:22][CH2:21][N:20]([C:23]([O:25][C:26]([CH3:29])([CH3:28])[CH3:27])=[O:24])[CH2:19][CH2:18]5)=[CH:13][CH:12]=4)[CH:9]=3)[N:4]([S:30]([C:33]3[CH:39]=[CH:38][C:36]([CH3:37])=[CH:35][CH:34]=3)(=[O:32])=[O:31])[CH:3]=2)[CH:47]=[N:46]1, predict the reactants needed to synthesize it. The reactants are: I[C:2]1[C:10]2[C:5](=[N:6][CH:7]=[C:8]([C:11]3[N:16]=[CH:15][C:14]([N:17]4[CH2:22][CH2:21][N:20]([C:23]([O:25][C:26]([CH3:29])([CH3:28])[CH3:27])=[O:24])[CH2:19][CH2:18]4)=[CH:13][CH:12]=3)[CH:9]=2)[N:4]([S:30]([C:33]2[CH:39]=[CH:38][C:36]([CH3:37])=[CH:35][CH:34]=2)(=[O:32])=[O:31])[CH:3]=1.[F:40][C:41]1[CH:42]=[C:43]([CH:59]=[CH:60][CH:61]=1)[CH2:44][N:45]1[CH:49]=[C:48](B2OC(C)(C)C(C)(C)O2)[CH:47]=[N:46]1.C(=O)([O-])[O-].[Na+].[Na+]. (10) Given the product [C:1]([NH:4][C:5]1[CH:10]=[CH:9][C:8]([CH:11]([CH3:16])[C:12]([O:14][CH3:15])=[O:13])=[CH:7][CH:6]=1)(=[O:26])[NH2:2], predict the reactants needed to synthesize it. The reactants are: [C:1]([NH:4][C:5]1[CH:10]=[CH:9][C:8]([C@H:11]([CH3:16])[C:12]([O:14][CH3:15])=[O:13])=[CH:7][CH:6]=1)(=S)[NH2:2].NC1C=CC(C(C)C(OC)=[O:26])=CC=1.[O-]C#N.[Na+].